This data is from Forward reaction prediction with 1.9M reactions from USPTO patents (1976-2016). The task is: Predict the product of the given reaction. The product is: [CH3:17]/[N:18]=[C:19]1\[S:20][CH:21]=[CH:22][N:23]\1[CH2:2][CH2:3][CH:4]1[CH2:9][CH2:8][N:7]([C:10]([O:12][C:13]([CH3:16])([CH3:15])[CH3:14])=[O:11])[CH2:6][CH2:5]1. Given the reactants Br[CH2:2][CH2:3][CH:4]1[CH2:9][CH2:8][N:7]([C:10]([O:12][C:13]([CH3:16])([CH3:15])[CH3:14])=[O:11])[CH2:6][CH2:5]1.[CH3:17][NH:18][C:19]1[S:20][CH:21]=[CH:22][N:23]=1.[I-].[K+], predict the reaction product.